This data is from Peptide-MHC class I binding affinity with 185,985 pairs from IEDB/IMGT. The task is: Regression. Given a peptide amino acid sequence and an MHC pseudo amino acid sequence, predict their binding affinity value. This is MHC class I binding data. (1) The peptide sequence is EIKDTEEAL. The MHC is HLA-B39:01 with pseudo-sequence HLA-B39:01. The binding affinity (normalized) is 0.0847. (2) The peptide sequence is RQVLFLEKI. The MHC is HLA-B27:05 with pseudo-sequence HLA-B27:05. The binding affinity (normalized) is 0.582. (3) The peptide sequence is RHIAIQVCY. The MHC is HLA-A26:01 with pseudo-sequence HLA-A26:01. The binding affinity (normalized) is 0.0847. (4) The peptide sequence is MPIAAAIGT. The MHC is HLA-B07:02 with pseudo-sequence HLA-B07:02. The binding affinity (normalized) is 0.361. (5) The peptide sequence is LYLYALIYF. The MHC is HLA-A30:02 with pseudo-sequence HLA-A30:02. The binding affinity (normalized) is 0. (6) The MHC is HLA-B15:01 with pseudo-sequence HLA-B15:01. The binding affinity (normalized) is 0.435. The peptide sequence is YVIKVSARV. (7) The peptide sequence is LLMHLVSLYK. The MHC is HLA-A03:01 with pseudo-sequence HLA-A03:01. The binding affinity (normalized) is 0.982.